Dataset: Forward reaction prediction with 1.9M reactions from USPTO patents (1976-2016). Task: Predict the product of the given reaction. Given the reactants Cl.[NH2:2][C:3]1[CH:26]=[CH:25][C:6]([C:7]([NH:9][C:10]2[CH:15]=[CH:14][C:13]([NH:16][C:17]3[CH:22]=[C:21]([CH3:23])[N:20]=[C:19]([NH2:24])[N:18]=3)=[CH:12][CH:11]=2)=[O:8])=[CH:5][CH:4]=1.CO.CCO.[Cl:32][C:33]1[C:42]2[C:37](=[CH:38][CH:39]=[CH:40][CH:41]=2)[N:36]=[CH:35][CH:34]=1, predict the reaction product. The product is: [ClH:32].[NH2:24][C:19]1[N:18]=[C:17]([NH:16][C:13]2[CH:12]=[CH:11][C:10]([NH:9][C:7](=[O:8])[C:6]3[CH:25]=[CH:26][C:3]([NH:2][C:33]4[C:42]5[C:37](=[CH:38][CH:39]=[CH:40][CH:41]=5)[N:36]=[CH:35][CH:34]=4)=[CH:4][CH:5]=3)=[CH:15][CH:14]=2)[CH:22]=[C:21]([CH3:23])[N:20]=1.